Dataset: Forward reaction prediction with 1.9M reactions from USPTO patents (1976-2016). Task: Predict the product of the given reaction. (1) The product is: [ClH:7].[NH2:8][C:9]([NH:11][C:12]1[NH:13][C:14]2[C:19]([C:20]=1[C:21]([NH2:23])=[O:22])=[CH:18][CH:17]=[C:16]([C:24]1[CH:29]=[CH:28][C:27]([CH2:30][CH2:31][NH2:32])=[CH:26][CH:25]=1)[CH:15]=2)=[O:10]. Given the reactants O1CCOCC1.[Cl-:7].[NH2:8][C:9]([NH:11][C:12]1[NH:13][C:14]2[C:19]([C:20]=1[C:21]([NH2:23])=[O:22])=[CH:18][CH:17]=[C:16]([C:24]1[CH:29]=[CH:28][C:27]([CH2:30][CH2:31][NH:32]C(OC(C)(C)C)=O)=[CH:26][CH:25]=1)[CH:15]=2)=[O:10], predict the reaction product. (2) Given the reactants [Cl:1][C:2]1[CH:3]=[C:4]([C:9]#[C:10][CH2:11][OH:12])[CH:5]=[CH:6][C:7]=1[CH3:8], predict the reaction product. The product is: [Cl:1][C:2]1[CH:3]=[C:4]([CH2:9][CH2:10][CH2:11][OH:12])[CH:5]=[CH:6][C:7]=1[CH3:8]. (3) Given the reactants [CH2:1]([O:3][C:4]([C:6]1[C:12]2[S:13][CH:14]=[CH:15][C:11]=2[CH2:10][CH2:9][NH:8][CH:7]=1)=[O:5])[CH3:2].[F:16][C:17]1[CH:18]=[C:19]([CH:23]=[CH:24][C:25]=1[F:26])[C:20](Cl)=[O:21], predict the reaction product. The product is: [CH2:1]([O:3][C:4]([C:6]1[C:12]2[S:13][CH:14]=[CH:15][C:11]=2[CH2:10][CH2:9][N:8]([C:20](=[O:21])[C:19]2[CH:23]=[CH:24][C:25]([F:26])=[C:17]([F:16])[CH:18]=2)[CH:7]=1)=[O:5])[CH3:2]. (4) Given the reactants [CH3:1][O:2][C:3]([C:5]1[C:10](Cl)=[C:9]([NH2:12])[C:8]([F:13])=[C:7]([C:14]2[CH:19]=[CH:18][C:17]([Cl:20])=[CH:16][CH:15]=2)[N:6]=1)=[O:4].[CH2:21]([Sn](CCCC)(CCCC)C=C)[CH2:22]CC, predict the reaction product. The product is: [CH3:1][O:2][C:3]([C:5]1[C:10]([CH:21]=[CH2:22])=[C:9]([NH2:12])[C:8]([F:13])=[C:7]([C:14]2[CH:19]=[CH:18][C:17]([Cl:20])=[CH:16][CH:15]=2)[N:6]=1)=[O:4].